Predict which catalyst facilitates the given reaction. From a dataset of Catalyst prediction with 721,799 reactions and 888 catalyst types from USPTO. (1) Reactant: [CH2:1]([OH:5])[CH2:2][C:3]#[CH:4].[Li]CC[CH2:9][CH3:10].[CH2:11]([Si:13]([CH2:17][CH3:18])([CH2:15][CH3:16])Cl)[CH3:12]. Product: [CH2:11]([Si:13]([CH2:9][CH3:10])([CH2:15][CH3:16])[O:5][CH2:1][CH2:2][C:3]#[C:4][Si:13]([CH2:17][CH3:18])([CH2:15][CH3:16])[CH2:11][CH3:12])[CH3:12]. The catalyst class is: 1. (2) Reactant: [CH3:1][O:2][C:3]1[CH:8]=[CH:7][N:6]=[C:5]([NH:9][CH2:10][CH2:11][NH:12]C(=O)OC(C)(C)C)[CH:4]=1.FC(F)(F)C([O-])=O.[OH-].[Na+]. Product: [NH2:12][CH2:11][CH2:10][NH:9][C:5]1[CH:4]=[C:3]([O:2][CH3:1])[CH:8]=[CH:7][N:6]=1. The catalyst class is: 2. (3) Reactant: CC1C=CC=C(C)N=1.I([O-])(=O)(=O)=[O:10].[Na+].[CH3:15][C:16]([S:26]([CH3:29])(=[O:28])=[O:27])([CH2:22][CH2:23][CH:24]=C)[C:17]([O:19][CH2:20][CH3:21])=[O:18]. Product: [CH3:15][C:16]([S:26]([CH3:29])(=[O:28])=[O:27])([CH2:22][CH2:23][CH:24]=[O:10])[C:17]([O:19][CH2:20][CH3:21])=[O:18]. The catalyst class is: 785. (4) Reactant: [Ca:1].[P:2]([O-:6])([O-:5])([O-:4])=[O:3]. Product: [P:2]([O-:6])([O-:5])([O-:4])=[O:3].[Ca+2:1].[P:2]([O-:6])([O-:5])([O-:4])=[O:3].[Ca+2:1].[Ca+2:1]. The catalyst class is: 6. (5) Reactant: [CH3:1][CH:2]1[C:7](=[O:8])[N:6]([C:9]2[CH:14]=[CH:13][CH:12]=[CH:11][CH:10]=2)[C:5]2[CH:15]=[N:16][C:17]([NH:19][C:20]3[CH:21]=[C:22]4[C:26](=[CH:27][CH:28]=3)[N:25](C3CCCCO3)[N:24]=[CH:23]4)=[CH:18][C:4]=2[N:3]1[CH2:35][CH2:36][CH:37]([CH3:39])[CH3:38].Cl.ClCCl. Product: [NH:25]1[C:26]2[C:22](=[CH:21][C:20]([NH:19][C:17]3[N:16]=[CH:15][C:5]4[N:6]([C:9]5[CH:10]=[CH:11][CH:12]=[CH:13][CH:14]=5)[C:7](=[O:8])[CH:2]([CH3:1])[N:3]([CH2:35][CH2:36][CH:37]([CH3:38])[CH3:39])[C:4]=4[CH:18]=3)=[CH:28][CH:27]=2)[CH:23]=[N:24]1. The catalyst class is: 12. (6) Reactant: [Cl:1][C:2]1[C:3]([O:16][C:17]2[CH:18]=[N:19][C:20]([CH:24]3[CH2:26][CH2:25]3)=[C:21]([Cl:23])[CH:22]=2)=[CH:4][C:5]([F:15])=[C:6]([CH:14]=1)[C:7]([O:9]C(C)(C)C)=[O:8].FC(F)(F)C(O)=O. Product: [Cl:1][C:2]1[C:3]([O:16][C:17]2[CH:18]=[N:19][C:20]([CH:24]3[CH2:25][CH2:26]3)=[C:21]([Cl:23])[CH:22]=2)=[CH:4][C:5]([F:15])=[C:6]([CH:14]=1)[C:7]([OH:9])=[O:8]. The catalyst class is: 4. (7) Reactant: [CH3:1][O:2][C:3](=[O:13])[C@@H:4]([NH2:12])[CH2:5][CH:6]1[CH2:11][CH2:10][CH2:9][CH2:8][CH2:7]1.C(N(CC)C(C)C)(C)C.C([O:25][C:26](=O)/[CH:27]=[C:28](/[O:31][C:32]1[CH:37]=[CH:36][CH:35]=[C:34]([Cl:38])[CH:33]=1)\[CH2:29]Br)C. Product: [CH3:1][O:2][C:3](=[O:13])[C@@H:4]([N:12]1[CH2:29][C:28]([O:31][C:32]2[CH:37]=[CH:36][CH:35]=[C:34]([Cl:38])[CH:33]=2)=[CH:27][C:26]1=[O:25])[CH2:5][CH:6]1[CH2:11][CH2:10][CH2:9][CH2:8][CH2:7]1. The catalyst class is: 9.